This data is from Peptide-MHC class II binding affinity with 134,281 pairs from IEDB. The task is: Regression. Given a peptide amino acid sequence and an MHC pseudo amino acid sequence, predict their binding affinity value. This is MHC class II binding data. (1) The peptide sequence is EKKYFAATQFEPCAA. The MHC is HLA-DQA10501-DQB10201 with pseudo-sequence HLA-DQA10501-DQB10201. The binding affinity (normalized) is 0.506. (2) The peptide sequence is AFILDGDCLFPKV. The MHC is HLA-DQA10501-DQB10201 with pseudo-sequence HLA-DQA10501-DQB10201. The binding affinity (normalized) is 0.626. (3) The peptide sequence is GIKQLQARVLAVERYLK. The MHC is HLA-DQA10301-DQB10301 with pseudo-sequence HLA-DQA10301-DQB10301. The binding affinity (normalized) is 0.420. (4) The peptide sequence is YDKFLANVNTVLTGK. The MHC is DRB1_1302 with pseudo-sequence DRB1_1302. The binding affinity (normalized) is 0.864. (5) The peptide sequence is YNNVNKCGCCICLEW. The binding affinity (normalized) is 0.0264. The MHC is DRB1_0101 with pseudo-sequence DRB1_0101. (6) The peptide sequence is EDLVRAYHAMSSTHE. The MHC is DRB1_0901 with pseudo-sequence DRB1_0901. The binding affinity (normalized) is 0.467.